From a dataset of CYP3A4 inhibition data for predicting drug metabolism from PubChem BioAssay. Regression/Classification. Given a drug SMILES string, predict its absorption, distribution, metabolism, or excretion properties. Task type varies by dataset: regression for continuous measurements (e.g., permeability, clearance, half-life) or binary classification for categorical outcomes (e.g., BBB penetration, CYP inhibition). Dataset: cyp3a4_veith. (1) The molecule is Cc1ccc(-n2c(SCC(=O)NCc3ccco3)nc3sc4c(c3c2=O)CC(C)(C)SC4)cc1. The result is 1 (inhibitor). (2) The drug is Cc1ccc(S(=O)(=O)N2CCN(C(=O)CN3CCN(C)CC3)C2)cc1. The result is 0 (non-inhibitor).